Dataset: Catalyst prediction with 721,799 reactions and 888 catalyst types from USPTO. Task: Predict which catalyst facilitates the given reaction. (1) Reactant: [CH:1]1([C:4]2[N:5]=[CH:6][N:7]([C:9]3[C:24]([CH3:25])=[C:14]4[C:15]5[C:20]([CH2:21][CH2:22][N:13]4[C:12](=[O:26])[CH2:11][N:10]=3)=[C:19](I)[CH:18]=[CH:17][CH:16]=5)[CH:8]=2)[CH2:3][CH2:2]1.[CH3:27][C:28]1[CH:32]=[C:31]([Sn](CCCC)(CCCC)CCCC)[O:30][N:29]=1. The catalyst class is: 77. Product: [CH:1]1([C:4]2[N:5]=[CH:6][N:7]([C:9]3[C:24]([CH3:25])=[C:14]4[C:15]5[C:20]([CH2:21][CH2:22][N:13]4[C:12](=[O:26])[CH2:11][N:10]=3)=[C:19]([C:31]3[O:30][N:29]=[C:28]([CH3:27])[CH:32]=3)[CH:18]=[CH:17][CH:16]=5)[CH:8]=2)[CH2:3][CH2:2]1. (2) Reactant: [OH:1][CH2:2][C:3]([CH2:8][OH:9])([CH3:7])[C:4]([OH:6])=[O:5].C1(C)C=CC(S(O)(=O)=O)=CC=1.CO[C:23](OC)([C:30]1[CH:35]=[CH:34][CH:33]=[CH:32][CH:31]=1)[C:24]1[CH:29]=[CH:28][CH:27]=[CH:26][CH:25]=1.O. Product: [CH3:7][C:3]1([C:4]([OH:6])=[O:5])[CH2:8][O:9][C:23]([C:24]2[CH:29]=[CH:28][CH:27]=[CH:26][CH:25]=2)([C:30]2[CH:35]=[CH:34][CH:33]=[CH:32][CH:31]=2)[O:1][CH2:2]1. The catalyst class is: 11. (3) Product: [CH2:1]([CH:8]1[CH2:9][CH2:10][N:11]([CH2:14][CH2:15][NH:16][C:17]([NH:19][C:20]2[CH:25]=[CH:24][N:23]=[C:22]([CH3:26])[CH:21]=2)=[O:18])[CH2:12][CH2:13]1)[C:2]1[CH:7]=[CH:6][CH:5]=[CH:4][CH:3]=1. The catalyst class is: 36. Reactant: [CH2:1]([CH:8]1[CH2:13][CH2:12][N:11]([C:14](=O)[CH2:15][NH:16][C:17]([NH:19][C:20]2[CH:25]=[CH:24][N:23]=[C:22]([CH3:26])[CH:21]=2)=[O:18])[CH2:10][CH2:9]1)[C:2]1[CH:7]=[CH:6][CH:5]=[CH:4][CH:3]=1.[H-].[H-].[H-].[H-].[Li+].[Al+3].CCOC(C)=O.C([O-])(O)=O.[Na+]. (4) Reactant: [C:1]([N:5]=[C:6]=[O:7])([CH3:4])([CH3:3])[CH3:2].[NH:8]1[CH2:13][CH2:12][CH:11]([CH2:14][CH2:15][CH2:16][CH2:17][C:18]2[CH:23]=[CH:22][N:21]=[CH:20][CH:19]=2)[CH2:10][CH2:9]1. Product: [C:1]([NH:5][C:6]([N:21]1[CH2:20][CH2:19][CH:18]([CH2:17][CH2:16][CH2:15][CH2:14][C:11]2[CH:10]=[CH:9][N:8]=[CH:13][CH:12]=2)[CH2:23][CH2:22]1)=[O:7])([CH3:4])([CH3:3])[CH3:2]. The catalyst class is: 3.